Predict the reactants needed to synthesize the given product. From a dataset of Full USPTO retrosynthesis dataset with 1.9M reactions from patents (1976-2016). Given the product [Br:2][C:3]1[CH:12]=[C:11]2[O:10][CH2:9][CH2:8][C:7]3([O:18][C:27](=[O:29])[N:17]=[C:13]3[O:14][CH2:15][CH3:16])[C:6]2=[CH:5][CH:4]=1, predict the reactants needed to synthesize it. The reactants are: Cl.[Br:2][C:3]1[CH:12]=[C:11]2[C:6]([C:7]([OH:18])([C:13](=[NH:17])[O:14][CH2:15][CH3:16])[CH2:8][CH2:9][O:10]2)=[CH:5][CH:4]=1.C(N(CC)CC)C.Cl[C:27](Cl)([O:29]C(=O)OC(Cl)(Cl)Cl)Cl.Cl.